Predict the reactants needed to synthesize the given product. From a dataset of Full USPTO retrosynthesis dataset with 1.9M reactions from patents (1976-2016). (1) Given the product [CH3:12][C:13]1[CH:14]=[C:15]([CH:16]=[CH:17][C:18]=1[CH3:19])[O:20][CH2:23][CH2:22][C:21]#[N:24], predict the reactants needed to synthesize it. The reactants are: CC([O-])(C)C.[K+].C1COCC1.[CH3:12][C:13]1[CH:14]=[C:15]([OH:20])[CH:16]=[CH:17][C:18]=1[CH3:19].[C:21](#[N:24])[CH:22]=[CH2:23]. (2) Given the product [N:1]1([CH2:6][CH2:7][O:8][C:16]2[CH:17]=[CH:18][CH:19]=[C:12]([N+:9]([O-:11])=[O:10])[C:13]=2[C:14]#[N:15])[CH:5]=[CH:4][CH:3]=[CH:2]1, predict the reactants needed to synthesize it. The reactants are: [N:1]1([CH2:6][CH2:7][OH:8])[CH:5]=[CH:4][CH:3]=[CH:2]1.[N+:9]([C:12]1[CH:19]=[CH:18][CH:17]=[C:16]([N+]([O-])=O)[C:13]=1[C:14]#[N:15])([O-:11])=[O:10].